Dataset: TCR-epitope binding with 47,182 pairs between 192 epitopes and 23,139 TCRs. Task: Binary Classification. Given a T-cell receptor sequence (or CDR3 region) and an epitope sequence, predict whether binding occurs between them. (1) Result: 0 (the TCR does not bind to the epitope). The epitope is IPRRNVATL. The TCR CDR3 sequence is CASSLTSSLAGDYSEQFF. (2) The TCR CDR3 sequence is CASSPRSAVEQYF. Result: 0 (the TCR does not bind to the epitope). The epitope is EIYKRWII. (3) The epitope is TLDSKTQSL. The TCR CDR3 sequence is CASSLGTGGNEQYF. Result: 0 (the TCR does not bind to the epitope). (4) The epitope is YFPLQSYGF. The TCR CDR3 sequence is CASSLGGQLALHF. Result: 1 (the TCR binds to the epitope). (5) The epitope is FLNGSCGSV. The TCR CDR3 sequence is CASSYSGRVDEQFF. Result: 1 (the TCR binds to the epitope). (6) The epitope is EEHVQIHTI. The TCR CDR3 sequence is CASSPTDREGPDTQYF. Result: 1 (the TCR binds to the epitope). (7) The TCR CDR3 sequence is CASSLGVSGELFF. Result: 0 (the TCR does not bind to the epitope). The epitope is EPLPQGQLTAY. (8) The epitope is KAYNVTQAF. The TCR CDR3 sequence is CASSPGTGEMRPQHF. Result: 1 (the TCR binds to the epitope). (9) The epitope is GLCTLVAML. The TCR CDR3 sequence is CASSQGFSLGWETQYF. Result: 0 (the TCR does not bind to the epitope).